From a dataset of Reaction yield outcomes from USPTO patents with 853,638 reactions. Predict the reaction yield, written as a fraction of the theoretical maximum amount of product (1.0 means a 100% yield; for example, 0.34 means a 34% yield). (1) The reactants are [NH:1]1[C:9]2[C:4](=[CH:5][CH:6]=[CH:7][CH:8]=2)[C:3]([CH:10]([C:14]2[C:22]3[C:17](=[CH:18][CH:19]=[CH:20][CH:21]=3)[NH:16][CH:15]=2)[CH2:11][CH2:12][CH3:13])=[CH:2]1.[CH2:23](Cl)[C:24]1[CH:29]=[CH:28][CH:27]=[CH:26][CH:25]=1. The catalyst is [Br-].C([N+](CCCC)(CCCC)CCCC)CCC.O.C(Cl)(Cl)Cl. The product is [CH2:23]([N:1]1[C:9]2[C:4](=[CH:5][CH:6]=[CH:7][CH:8]=2)[C:3]([CH:10]([C:14]2[C:22]3[C:17](=[CH:18][CH:19]=[CH:20][CH:21]=3)[N:16]([CH2:3][C:4]3[CH:9]=[CH:8][CH:7]=[CH:6][CH:5]=3)[CH:15]=2)[CH2:11][CH2:12][CH3:13])=[CH:2]1)[C:24]1[CH:29]=[CH:28][CH:27]=[CH:26][CH:25]=1. The yield is 0.780. (2) The reactants are [Cl:1][CH2:2][C:3]([NH:5][C:6]1[CH:14]=[CH:13][CH:12]=[C:11]2[C:7]=1[C:8](=[O:32])[N:9]([CH:16]([C:21]1[CH:26]=[CH:25][C:24]([O:27][CH3:28])=[C:23]([O:29][CH2:30][CH3:31])[CH:22]=1)[CH2:17][C:18](=[O:20])[CH3:19])[C:10]2=[O:15])=[O:4].[CH3:33][NH:34][CH3:35].Cl. The catalyst is O1CCCC1.C(OCC)(=O)C.CCOCC. The product is [ClH:1].[CH3:33][N:34]([CH3:35])[CH2:2][C:3]([NH:5][C:6]1[CH:14]=[CH:13][CH:12]=[C:11]2[C:7]=1[C:8](=[O:32])[N:9]([CH:16]([C:21]1[CH:26]=[CH:25][C:24]([O:27][CH3:28])=[C:23]([O:29][CH2:30][CH3:31])[CH:22]=1)[CH2:17][C:18](=[O:20])[CH3:19])[C:10]2=[O:15])=[O:4]. The yield is 0.440. (3) The reactants are O.[CH3:2][C@@H:3]([NH:14][CH2:15][CH2:16][CH2:17][C:18]1[CH:19]=[CH:20][CH:21]=[C:22]([C:24]([F:27])([F:26])[F:25])[CH:23]=1)[C:4]1[CH:5]=[CH:6][CH:7]=[C:8]2[CH:13]=[CH:12][CH:11]=[CH:10][C:9]=12.C1(C)C=CC(C([C@@](C([O-])=O)(O)[C@@](C(C2C=CC(C)=CC=2)=O)(O)C([O-])=O)=O)=CC=1.[OH-].[Na+]. The catalyst is C(OCC)(=O)C. The product is [CH3:2][C@@H:3]([NH:14][CH2:15][CH2:16][CH2:17][C:18]1[CH:19]=[CH:20][CH:21]=[C:22]([C:24]([F:25])([F:26])[F:27])[CH:23]=1)[C:4]1[CH:5]=[CH:6][CH:7]=[C:8]2[CH:13]=[CH:12][CH:11]=[CH:10][C:9]=12. The yield is 0.964. (4) The reactants are CC(OC([N:8](C(OC(C)(C)C)=O)[C:9]([C:11]1[CH:12]=[C:13]([OH:38])[CH:14]=[C:15]2[C:19]=1[N:18](C(OC(C)(C)C)=O)[CH:17]=[C:16]2[CH:27]1[CH2:32][CH2:31][N:30]([S:33]([CH2:36][CH3:37])(=[O:35])=[O:34])[CH2:29][CH2:28]1)=[O:10])=O)(C)C.[CH:46]1([CH2:49]Br)[CH2:48][CH2:47]1.[OH-].[Na+].C(O)(C(F)(F)F)=O. The catalyst is C(Cl)Cl.[Br-].C([N+](CCCC)(CCCC)CCCC)C1C=CC=CC=1.CCOC(C)=O.O. The product is [CH:46]1([CH2:49][O:38][C:13]2[CH:14]=[C:15]3[C:19](=[C:11]([C:9]([NH2:8])=[O:10])[CH:12]=2)[NH:18][CH:17]=[C:16]3[CH:27]2[CH2:32][CH2:31][N:30]([S:33]([CH2:36][CH3:37])(=[O:34])=[O:35])[CH2:29][CH2:28]2)[CH2:48][CH2:47]1. The yield is 0.402. (5) The reactants are [C:1]([N:4]1[CH2:10][C:9]2[CH:11]=[CH:12][C:13]([C:15](OC)=[O:16])=[CH:14][C:8]=2[O:7][CH2:6][C:5]1([CH3:20])[CH3:19])(=[O:3])[CH3:2].[OH-:21].[Na+].[NH2:23]O. The catalyst is C1COCC1.CO. The product is [C:1]([N:4]1[CH2:10][C:9]2[CH:11]=[CH:12][C:13]([C:15]([NH:23][OH:21])=[O:16])=[CH:14][C:8]=2[O:7][CH2:6][C:5]1([CH3:20])[CH3:19])(=[O:3])[CH3:2]. The yield is 0.240. (6) The reactants are [CH3:1][O:2][C:3]1[C:4]([C:14]#[C:15][C:16]2[CH:21]=[CH:20][CH:19]=[CH:18][CH:17]=2)=[C:5]2[C:10](=[CH:11][CH:12]=1)[C:9](=[O:13])[CH2:8][CH2:7][CH2:6]2.[H][H]. The catalyst is [Pd].O1CCCC1. The product is [CH3:1][O:2][C:3]1[C:4]([CH2:14][CH2:15][C:16]2[CH:17]=[CH:18][CH:19]=[CH:20][CH:21]=2)=[C:5]2[C:10](=[CH:11][CH:12]=1)[C:9](=[O:13])[CH2:8][CH2:7][CH2:6]2. The yield is 0.980. (7) The reactants are [OH:1][CH:2]([CH:7]([OH:34])[C:8]1[CH:13]=[CH:12][C:11]([O:14][CH2:15][C:16]2[CH:21]=[CH:20][C:19]([O:22][CH2:23]/[C:24](=[N:31]\[O:32][CH3:33])/[C:25]3[CH:30]=[CH:29][CH:28]=[CH:27][CH:26]=3)=[CH:18][CH:17]=2)=[CH:10][CH:9]=1)[C:3]([O:5][CH3:6])=[O:4].N1C=CC=C[CH:36]=1.Cl[C:42](Cl)([O:44]C(=O)OC(Cl)(Cl)Cl)Cl. The catalyst is ClCCl. The product is [CH3:33][O:32]/[N:31]=[C:24](/[C:25]1[CH:26]=[CH:27][CH:28]=[CH:29][CH:30]=1)\[CH2:23][O:22][C:19]1[CH:20]=[CH:21][C:16]([CH2:15][O:14][C:11]2[CH:12]=[CH:13][C:8]([CH:7]3[O:34][C:42](=[O:44])[O:1][CH:2]3[C:3]([O:5][CH2:6][CH3:36])=[O:4])=[CH:9][CH:10]=2)=[CH:17][CH:18]=1. The yield is 0.580. (8) The reactants are [Br:1][C:2]1[C:10]([O:11][CH3:12])=[CH:9][CH:8]=[C:7]2[C:3]=1[CH:4]=[C:5](C(O)=O)[NH:6]2.N1C2C(=CC=CC=2)C=CC=1. The catalyst is [Cr]([O-])([O-])=O.[Cu+2]. The product is [Br:1][C:2]1[C:10]([O:11][CH3:12])=[CH:9][CH:8]=[C:7]2[C:3]=1[CH:4]=[CH:5][NH:6]2. The yield is 0.600.